Dataset: NCI-60 drug combinations with 297,098 pairs across 59 cell lines. Task: Regression. Given two drug SMILES strings and cell line genomic features, predict the synergy score measuring deviation from expected non-interaction effect. (1) Drug 1: CCCCC(=O)OCC(=O)C1(CC(C2=C(C1)C(=C3C(=C2O)C(=O)C4=C(C3=O)C=CC=C4OC)O)OC5CC(C(C(O5)C)O)NC(=O)C(F)(F)F)O. Drug 2: C1C(C(OC1N2C=NC(=NC2=O)N)CO)O. Cell line: HS 578T. Synergy scores: CSS=27.7, Synergy_ZIP=-3.14, Synergy_Bliss=-0.571, Synergy_Loewe=-4.57, Synergy_HSA=0.411. (2) Drug 1: CC1=CC2C(CCC3(C2CCC3(C(=O)C)OC(=O)C)C)C4(C1=CC(=O)CC4)C. Drug 2: CN(C)C1=NC(=NC(=N1)N(C)C)N(C)C. Cell line: BT-549. Synergy scores: CSS=6.62, Synergy_ZIP=7.63, Synergy_Bliss=15.2, Synergy_Loewe=8.81, Synergy_HSA=9.45. (3) Drug 1: C1=NC(=NC(=O)N1C2C(C(C(O2)CO)O)O)N. Drug 2: CNC(=O)C1=NC=CC(=C1)OC2=CC=C(C=C2)NC(=O)NC3=CC(=C(C=C3)Cl)C(F)(F)F. Cell line: SF-268. Synergy scores: CSS=9.74, Synergy_ZIP=-1.57, Synergy_Bliss=2.13, Synergy_Loewe=-13.6, Synergy_HSA=-2.97. (4) Cell line: RPMI-8226. Drug 1: CCC1(CC2CC(C3=C(CCN(C2)C1)C4=CC=CC=C4N3)(C5=C(C=C6C(=C5)C78CCN9C7C(C=CC9)(C(C(C8N6C)(C(=O)OC)O)OC(=O)C)CC)OC)C(=O)OC)O.OS(=O)(=O)O. Drug 2: CC(C)(C#N)C1=CC(=CC(=C1)CN2C=NC=N2)C(C)(C)C#N. Synergy scores: CSS=8.20, Synergy_ZIP=-1.44, Synergy_Bliss=1.64, Synergy_Loewe=-11.2, Synergy_HSA=-2.22. (5) Drug 1: CCC(=C(C1=CC=CC=C1)C2=CC=C(C=C2)OCCN(C)C)C3=CC=CC=C3.C(C(=O)O)C(CC(=O)O)(C(=O)O)O. Drug 2: CC=C1C(=O)NC(C(=O)OC2CC(=O)NC(C(=O)NC(CSSCCC=C2)C(=O)N1)C(C)C)C(C)C. Cell line: SNB-19. Synergy scores: CSS=45.5, Synergy_ZIP=1.11, Synergy_Bliss=-0.175, Synergy_Loewe=-24.5, Synergy_HSA=-0.813.